Dataset: Forward reaction prediction with 1.9M reactions from USPTO patents (1976-2016). Task: Predict the product of the given reaction. (1) Given the reactants [CH3:1][N:2]1[C:11]2[C:6](=[CH:7][CH:8]=[CH:9][CH:10]=2)[C:5]([CH3:13])([CH3:12])[C:4]([CH3:15])([CH3:14])[C:3]1=[O:16].[Cl:17][CH2:18][C:19](Cl)=[O:20], predict the reaction product. The product is: [Cl:17][CH2:18][C:19]([C:8]1[CH:7]=[C:6]2[C:11](=[CH:10][CH:9]=1)[N:2]([CH3:1])[C:3](=[O:16])[C:4]([CH3:15])([CH3:14])[C:5]2([CH3:12])[CH3:13])=[O:20]. (2) The product is: [Br:1][C:2]1[CH:3]=[C:4]2[C:9](=[CH:10][C:11]=1[Cl:12])[N:8]=[C:7]([CH3:13])[N:6]=[C:5]2[N:18]1[CH2:19][CH2:20][N:15]([C:25]([O:27][C:28]([CH3:29])([CH3:30])[CH3:31])=[O:26])[CH:16]([C:21]([O:23][CH3:24])=[O:22])[CH2:17]1. Given the reactants [Br:1][C:2]1[CH:3]=[C:4]2[C:9](=[CH:10][C:11]=1[Cl:12])[N:8]=[C:7]([CH3:13])[N:6]=[C:5]2Cl.[N:15]1([C:25]([O:27][C:28]([CH3:31])([CH3:30])[CH3:29])=[O:26])[CH2:20][CH2:19][NH:18][CH2:17][CH:16]1[C:21]([O:23][CH3:24])=[O:22].CCN(C(C)C)C(C)C, predict the reaction product. (3) Given the reactants [ClH:1].C(OC([NH:9][CH2:10][C:11]([NH:13][C@@H:14]1[CH2:18][CH2:17][N:16]([CH2:19][C:20]2[C:28]3[C:23](=[CH:24][CH:25]=[CH:26][CH:27]=3)[NH:22][CH:21]=2)[CH2:15]1)=[O:12])=O)(C)(C)C.Cl.O1CCOCC1, predict the reaction product. The product is: [ClH:1].[ClH:1].[NH2:9][CH2:10][C:11]([NH:13][C@@H:14]1[CH2:18][CH2:17][N:16]([CH2:19][C:20]2[C:28]3[C:23](=[CH:24][CH:25]=[CH:26][CH:27]=3)[NH:22][CH:21]=2)[CH2:15]1)=[O:12]. (4) Given the reactants [CH3:1][C:2]1[CH:7]=[C:6]([C:8]([F:11])([F:10])[F:9])[C:5]([N+:12]([O-:14])=[O:13])=[CH:4][C:3]=1[N+:15]([O-:17])=[O:16].C[C:19]([N:21]([CH3:23])[CH3:22])=O, predict the reaction product. The product is: [N+:15]([C:3]1[CH:4]=[C:5]([N+:12]([O-:14])=[O:13])[C:6]([C:8]([F:10])([F:11])[F:9])=[CH:7][C:2]=1/[CH:1]=[CH:19]/[N:21]([CH3:23])[CH3:22])([O-:17])=[O:16].